Dataset: Catalyst prediction with 721,799 reactions and 888 catalyst types from USPTO. Task: Predict which catalyst facilitates the given reaction. (1) Reactant: [Cl:1][C:2]1[C:7]([C:8]([OH:10])=[O:9])=[CH:6][CH:5]=[CH:4][N:3]=1.S(Cl)(Cl)=O.[CH:15]1C=CC=C[CH:16]=1. Product: [CH2:15]([O:9][C:8](=[O:10])[C:7]1[CH:6]=[CH:5][CH:4]=[N:3][C:2]=1[Cl:1])[CH3:16]. The catalyst class is: 8. (2) Reactant: [Br:1][C:2]1[CH:7]=[CH:6][CH:5]=[CH:4][C:3]=1[OH:8].C(=O)([O-])[O-].[K+].[K+].Br[CH2:16][CH2:17][O:18][Si:19]([C:22]([CH3:25])([CH3:24])[CH3:23])([CH3:21])[CH3:20].CN(C)C=O. Product: [Br:1][C:2]1[CH:7]=[CH:6][CH:5]=[CH:4][C:3]=1[O:8][CH2:16][CH2:17][O:18][Si:19]([C:22]([CH3:25])([CH3:24])[CH3:23])([CH3:21])[CH3:20]. The catalyst class is: 6.